From a dataset of CYP2C19 inhibition data for predicting drug metabolism from PubChem BioAssay. Regression/Classification. Given a drug SMILES string, predict its absorption, distribution, metabolism, or excretion properties. Task type varies by dataset: regression for continuous measurements (e.g., permeability, clearance, half-life) or binary classification for categorical outcomes (e.g., BBB penetration, CYP inhibition). Dataset: cyp2c19_veith. (1) The drug is CC(C)[N+]1(C)[C@H]2CC[C@@H]1CC(OC(=O)[C@@H](CO)c1ccccc1)C2. The result is 0 (non-inhibitor). (2) The molecule is C[C@@]1(C(NC(=O)Cc2ccc(C(F)(F)F)cc2)c2ccc(-c3ccccc3)cc2)C[C@H]1C1CCCCC1. The result is 0 (non-inhibitor).